This data is from Experimentally validated miRNA-target interactions with 360,000+ pairs, plus equal number of negative samples. The task is: Binary Classification. Given a miRNA mature sequence and a target amino acid sequence, predict their likelihood of interaction. (1) The miRNA is mmu-miR-344g-3p with sequence CAGGCUCUAGCCAGGGGCUUGA. The protein sequence of the target gene is MDVLPTGGGRPGLRTELEFRGGGGEARLESQEEETIPAAPPAPRLRGAAERPRRSRDTWDGDEDTEPGEACGGRTSRTASLVSGLLNELYSCTEEEEAAGGGRGAEGRRRRRDSLDSSTEASGSDVVLGGRSGAGDSRVLQELQERPSQRHQMLYLRQKDANELKTILRELKYRIGIQSAKLLRHLKQKDRLLHKVQRNCDIVTACLQAVSQKRRVDTKLKFTLEPSLGQNGFQQWYDALKAVARLSTGIPKEWRRKVWLTLADHYLHSIAIDWDKTMRFTFNERSNPDDDSMGIQIVKD.... Result: 0 (no interaction). (2) The miRNA is hsa-miR-1178-5p with sequence CAGGGUCAGCUGAGCAUG. The protein sequence of the target gene is MPAWGALFLLWATAEATKDCPSPCTCRALETMGLWVDCRGHGLTALPALPARTRHLLLANNSLQSVPPGAFDHLPQLQTLDVTQNPWHCDCSLTYLRLWLEDRTPEALLQVRCASPSLAAHGPLGRLTGYQLGSCGWQLQASWVRPGVLWDVALVAVAALGLALLAGLLCATTEALD. Result: 0 (no interaction). (3) The miRNA is hsa-miR-125b-2-3p with sequence UCACAAGUCAGGCUCUUGGGAC. The protein sequence of the target gene is MEGNRDEAEKCVEIAREALNAGNREKAQRFLQKAEKLYPLPSARALLEIIMKNGSTAGNSPHCRKPSGSGDQSKPNCTKDSTSGSGEGGKGYTKDQVDGVLSINKCKNYYEVLGVTKDAGDEDLKKAYRKLALKFHPDKNHAPGATDAFKKIGNAYAVLSNPEKRKQYDLTGNEEQACNHQNNGRFNFHRGCEADITPEDLFNIFFGGGFPSGSVHSFSNGRAGYSQQHQHRHSGHEREEERGDGGFSVFIQLMPIIVLILVSLLSQLMVSNPPYSLYPRSGTGQTIKMQTENLGVVYYV.... Result: 0 (no interaction).